From a dataset of Full USPTO retrosynthesis dataset with 1.9M reactions from patents (1976-2016). Predict the reactants needed to synthesize the given product. (1) The reactants are: COC1C=CC(C[O:8][C@@H:9]2[C@@H:17]([C@@H:18]([O:20][CH3:21])[CH3:19])[O:16][C@H:15]3[C@H:11]([N:12]=[C:13]([N:22]([CH3:24])[CH3:23])[S:14]3)[C@H:10]2[O:25]CC2C=CC(OC)=CC=2)=CC=1.FC(F)(F)C(O)=O.CO.[NH4+].[OH-]. Given the product [CH3:24][N:22]([CH3:23])[C:13]1[S:14][C@H:15]2[O:16][C@H:17]([C@H:18]([O:20][CH3:21])[CH3:19])[C@@H:9]([OH:8])[C@H:10]([OH:25])[C@H:11]2[N:12]=1, predict the reactants needed to synthesize it. (2) Given the product [CH3:15][O:16][C:17](=[O:24])[C:18]([NH:20][C:21](=[O:23])[CH3:22])=[CH:19][C:4]1[CH:5]=[CH:6][CH:7]=[C:2]([F:1])[C:3]=1[CH:9]1[O:14][CH2:13][CH2:12][CH2:11][O:10]1, predict the reactants needed to synthesize it. The reactants are: [F:1][C:2]1[CH:7]=[CH:6][CH:5]=[C:4](I)[C:3]=1[CH:9]1[O:14][CH2:13][CH2:12][CH2:11][O:10]1.[CH3:15][O:16][C:17](=[O:24])[C:18]([NH:20][C:21](=[O:23])[CH3:22])=[CH2:19].C(=O)(O)[O-].[Na+]. (3) Given the product [CH3:1][C:2]1[CH:3]=[C:4]([CH:21]=[CH:22][C:23]=1[CH3:24])[C:5]([C:7]1[C:16](=[O:17])[C:15]2[CH:14]=[C:13]3[O:18][CH2:19][O:20][C:12]3=[CH:11][C:10]=2[N:9]([CH2:29][C:30]2[CH:35]=[CH:34][N:33]=[CH:32][CH:31]=2)[CH:8]=1)=[O:6], predict the reactants needed to synthesize it. The reactants are: [CH3:1][C:2]1[CH:3]=[C:4]([CH:21]=[CH:22][C:23]=1[CH3:24])[C:5]([C:7]1[C:16](=[O:17])[C:15]2[CH:14]=[C:13]3[O:18][CH2:19][O:20][C:12]3=[CH:11][C:10]=2[NH:9][CH:8]=1)=[O:6].[H-].[Na+].Br.Br[CH2:29][C:30]1[CH:35]=[CH:34][N:33]=[CH:32][CH:31]=1. (4) Given the product [NH2:9][C:8]1[O:13][C:14]2[CH:18]([C:19]3[CH:24]=[CH:23][CH:22]=[CH:21][CH:20]=3)[CH2:17][CH2:16][C:15]=2[C:25](=[O:26])[N:10]=1, predict the reactants needed to synthesize it. The reactants are: S(O)(O)(=O)=O.CS[C:8](=[NH:10])[NH2:9].[OH-].[K+].[O:13]=[C:14]1[CH:18]([C:19]2[CH:24]=[CH:23][CH:22]=[CH:21][CH:20]=2)[CH2:17][CH2:16][CH:15]1[C:25](OCC)=[O:26].